Dataset: Peptide-MHC class I binding affinity with 185,985 pairs from IEDB/IMGT. Task: Regression. Given a peptide amino acid sequence and an MHC pseudo amino acid sequence, predict their binding affinity value. This is MHC class I binding data. (1) The peptide sequence is AVSASPLLL. The MHC is HLA-A01:01 with pseudo-sequence HLA-A01:01. The binding affinity (normalized) is 0.0963. (2) The peptide sequence is MARPADASM. The MHC is HLA-B46:01 with pseudo-sequence HLA-B46:01. The binding affinity (normalized) is 0.289. (3) The peptide sequence is TVKMGAFMYT. The MHC is HLA-A02:06 with pseudo-sequence HLA-A02:06. The binding affinity (normalized) is 0.467. (4) The peptide sequence is WPNNCGWKIY. The MHC is HLA-B35:01 with pseudo-sequence HLA-B35:01. The binding affinity (normalized) is 0.410. (5) The peptide sequence is SQYDPKELL. The MHC is HLA-A24:03 with pseudo-sequence HLA-A24:03. The binding affinity (normalized) is 0.0847. (6) The peptide sequence is HKELAITAL. The MHC is HLA-A02:12 with pseudo-sequence HLA-A02:12. The binding affinity (normalized) is 0.0847. (7) The peptide sequence is SIFQSSMTK. The MHC is HLA-A11:01 with pseudo-sequence HLA-A11:01. The binding affinity (normalized) is 0.936. (8) The peptide sequence is KRQEILDLWVY. The MHC is HLA-A24:02 with pseudo-sequence HLA-A24:02. The binding affinity (normalized) is 0.